From a dataset of Forward reaction prediction with 1.9M reactions from USPTO patents (1976-2016). Predict the product of the given reaction. (1) Given the reactants [Cl:1][C:2]1[CH:3]=[C:4](B2OC(C)(C)C(C)(C)O2)[CH:5]=[CH:6][C:7]=1[O:8][CH:9]1[CH2:11][CH2:10]1.[C:21]([C@H:24]1[CH2:26][C@@H:25]1[C:27]([O:29][CH3:30])=[O:28])(Cl)=[O:22].O.P([O-])([O-])([O-])=O.[K+].[K+].[K+], predict the reaction product. The product is: [Cl:1][C:2]1[CH:3]=[C:4]([C:21]([C@H:24]2[CH2:26][C@@H:25]2[C:27]([O:29][CH3:30])=[O:28])=[O:22])[CH:5]=[CH:6][C:7]=1[O:8][CH:9]1[CH2:10][CH2:11]1. (2) Given the reactants Br[C:2]1[CH:15]=[CH:14][C:5]([O:6][CH:7]2[CH2:10][N:9]([C:11](=[O:13])[CH3:12])[CH2:8]2)=[CH:4][CH:3]=1.[CH3:16][C:17]1([CH3:31])[CH2:22][O:21][B:20]([B:20]2[O:21][CH2:22][C:17]([CH3:31])([CH3:16])[CH2:18][O:19]2)[O:19][CH2:18]1.CC([O-])=O.[K+].C(OCC)(=O)C, predict the reaction product. The product is: [CH3:16][C:17]1([CH3:31])[CH2:22][O:21][B:20]([C:2]2[CH:15]=[CH:14][C:5]([O:6][CH:7]3[CH2:10][N:9]([C:11](=[O:13])[CH3:12])[CH2:8]3)=[CH:4][CH:3]=2)[O:19][CH2:18]1. (3) Given the reactants Br[C:2]1[CH:22]=[CH:21][C:5]2[N:6]=[C:7]([NH:10][CH:11]3[C:19]4[C:14](=[CH:15][C:16]([F:20])=[CH:17][CH:18]=4)[CH2:13][CH2:12]3)[O:8][CH2:9][C:4]=2[CH:3]=1.[NH2:23][C:24]1[N:29]=[C:28]([C:30]([F:33])([F:32])[F:31])[CH:27]=[CH:26][N:25]=1, predict the reaction product. The product is: [F:20][C:16]1[CH:15]=[C:14]2[C:19](=[CH:18][CH:17]=1)[CH:11]([NH:10][C:7]1[O:8][CH2:9][C:4]3[CH:3]=[C:2]([NH:23][C:24]4[N:29]=[C:28]([C:30]([F:33])([F:31])[F:32])[CH:27]=[CH:26][N:25]=4)[CH:22]=[CH:21][C:5]=3[N:6]=1)[CH2:12][CH2:13]2. (4) Given the reactants Cl[CH2:2][C:3]([NH:5][CH2:6][CH2:7][C:8]1[CH:13]=[CH:12][CH:11]=[CH:10][CH:9]=1)=[O:4].[C:14]1(=[O:24])[NH:18][C:17](=[O:19])[C:16]2=[CH:20][CH:21]=[CH:22][CH:23]=[C:15]12, predict the reaction product. The product is: [C:14]1(=[O:24])[N:18]([CH2:2][C:3]([NH:5][CH2:6][CH2:7][C:8]2[CH:13]=[CH:12][CH:11]=[CH:10][CH:9]=2)=[O:4])[C:17](=[O:19])[C:16]2=[CH:20][CH:21]=[CH:22][CH:23]=[C:15]12. (5) Given the reactants [Li+].[F:2][C:3]([F:22])([F:21])[C:4]1[CH:9]=[CH:8][C:7]([CH:10]2[CH2:15][CH2:14][N:13]([CH2:16][CH2:17][C:18]([O-:20])=O)[CH2:12][CH2:11]2)=[CH:6][CH:5]=1.C(N(C(C)C)CC)(C)C.F[P-](F)(F)(F)(F)F.CN(C)C(ON1C2C=CC=CC=2N=N1)=[N+](C)C.Cl.[N+:57]([C:60]1[CH:65]=[CH:64][C:63]([NH:66][CH:67]2[CH2:72][CH2:71][NH:70][CH2:69][CH2:68]2)=[CH:62][C:61]=1[C:73]([F:76])([F:75])[F:74])([O-:59])=[O:58], predict the reaction product. The product is: [N+:57]([C:60]1[CH:65]=[CH:64][C:63]([NH:66][CH:67]2[CH2:68][CH2:69][N:70]([C:18](=[O:20])[CH2:17][CH2:16][N:13]3[CH2:12][CH2:11][CH:10]([C:7]4[CH:8]=[CH:9][C:4]([C:3]([F:21])([F:2])[F:22])=[CH:5][CH:6]=4)[CH2:15][CH2:14]3)[CH2:71][CH2:72]2)=[CH:62][C:61]=1[C:73]([F:76])([F:74])[F:75])([O-:59])=[O:58]. (6) Given the reactants C([O:8][CH:9]1[CH2:14][CH2:13][CH:12]([O:15][C:16]2[CH:21]=[CH:20][N:19]=[C:18]([NH:22][C:23]3[CH:24]=[C:25]([C:30]4[S:34][C:33]([C:35]([OH:41])([CH3:40])[C:36]([F:39])([F:38])[F:37])=[N:32][CH:31]=4)[CH:26]=[C:27]([CH3:29])[CH:28]=3)[N:17]=2)[CH2:11][CH2:10]1)C1C=CC=CC=1.Cl, predict the reaction product. The product is: [CH3:29][C:27]1[CH:28]=[C:23]([NH:22][C:18]2[N:17]=[C:16]([O:15][CH:12]3[CH2:11][CH2:10][CH:9]([OH:8])[CH2:14][CH2:13]3)[CH:21]=[CH:20][N:19]=2)[CH:24]=[C:25]([C:30]2[S:34][C:33]([C:35]([OH:41])([CH3:40])[C:36]([F:38])([F:39])[F:37])=[N:32][CH:31]=2)[CH:26]=1.